From a dataset of Forward reaction prediction with 1.9M reactions from USPTO patents (1976-2016). Predict the product of the given reaction. (1) Given the reactants [H-].[Na+].[C:3]1(=[O:9])[NH:8][CH2:7][CH2:6][CH2:5][CH2:4]1.Br[CH2:11][CH2:12][CH2:13][NH:14][C:15](=[O:21])[O:16][C:17]([CH3:20])([CH3:19])[CH3:18].C(=O)([O-])O.[Na+], predict the reaction product. The product is: [C:17]([O:16][C:15](=[O:21])[NH:14][CH2:13][CH2:12][CH2:11][N:8]1[CH2:7][CH2:6][CH2:5][CH2:4][C:3]1=[O:9])([CH3:20])([CH3:19])[CH3:18]. (2) Given the reactants [Cl:1][C:2]1[CH:7]=[CH:6][CH:5]=[CH:4][C:3]=1[CH2:8][N:9]1[C:14](=[O:15])[C:13]([C:16](OCC)=[O:17])=[C:12]([OH:21])[C:11]([C:22]2[CH:27]=[CH:26][CH:25]=[CH:24][CH:23]=2)=[N:10]1.[H-].[Na+].OC1C(C2C=CC=CC=2)=NNC(=O)[C:32]=1[C:44]([O:46]CC)=[O:45].ClC1C=CC=CC=1CBr.Cl.C[N:60](C)C=O, predict the reaction product. The product is: [Cl:1][C:2]1[CH:7]=[CH:6][CH:5]=[CH:4][C:3]=1[CH2:8][N:9]1[C:14](=[O:15])[C:13]([C:16]([NH:60][CH2:32][C:44]([OH:46])=[O:45])=[O:17])=[C:12]([OH:21])[C:11]([C:22]2[CH:27]=[CH:26][CH:25]=[CH:24][CH:23]=2)=[N:10]1. (3) Given the reactants [CH3:1][N:2]1[C@@H:19]2[CH2:20][C:7]3=[CH:8][CH:9]=[C:10](O)[C:11]4[O:12][C@H:13]5[C:14]([CH2:16][CH2:17][C@:18]2([OH:21])[C@:5]5([C:6]=43)[CH2:4][CH2:3]1)=[O:15].[O-]S(C(F)(F)F)(=O)=O.ON1[C:36](=[O:37])CCC1=O.C(N(CC)CC)C.CC1(C)C2C(=C(P(C3C=CC=CC=3)C3C=CC=CC=3)C=CC=2)OC2C(P(C3C=CC=CC=3)C3C=CC=CC=3)=CC=CC1=2.Cl.[NH2:89][CH2:90][CH2:91][C:92]1[CH:97]=[CH:96][C:95]([C:98]2[CH:103]=[CH:102][NH:101][C:100](=[O:104])[CH:99]=2)=[CH:94][CH:93]=1, predict the reaction product. The product is: [OH:21][C@:18]12[C@H:19]3[CH2:20][C:7]4[C:6]5[C@@:5]1([CH2:4][CH2:3][N:2]3[CH3:1])[C@@H:13]([O:12][C:11]=5[C:10]([C:36]([NH:89][CH2:90][CH2:91][C:92]1[CH:93]=[CH:94][C:95]([C:98]3[CH:103]=[CH:102][NH:101][C:100](=[O:104])[CH:99]=3)=[CH:96][CH:97]=1)=[O:37])=[CH:9][CH:8]=4)[C:14](=[O:15])[CH2:16][CH2:17]2. (4) The product is: [CH3:15][O:16][C:17]1[CH:18]=[C:19]([C:28]2[N:6]=[C:5]([C:4]3[C:3]([C:2]([F:13])([F:1])[F:14])=[N:12][CH:11]=[CH:10][CH:9]=3)[N:7]=[N:8][CH:29]=2)[CH:20]=[C:21]([N+:25]([O-:27])=[O:26])[C:22]=1[O:23][CH3:24]. Given the reactants [F:1][C:2]([F:14])([F:13])[C:3]1[N:12]=[CH:11][CH:10]=[CH:9][C:4]=1/[C:5](=[N:7]/[NH2:8])/[NH2:6].[CH3:15][O:16][C:17]1[CH:18]=[C:19]([C:28](=O)[CH:29]=O)[CH:20]=[C:21]([N+:25]([O-:27])=[O:26])[C:22]=1[O:23][CH3:24], predict the reaction product. (5) Given the reactants C(OC([N:8]1[CH2:13][CH2:12][N:11]([S:14]([C:17]2[N:18](S(C3C=CC=CC=3)(=O)=O)[C:19]3[C:24]([CH:25]=2)=[CH:23][C:22]([Cl:26])=[CH:21][CH:20]=3)(=[O:16])=[O:15])[CH2:10][CH2:9]1)=O)(C)(C)C.[OH-].[Na+].[Cl-].[NH4+].O, predict the reaction product. The product is: [ClH:26].[Cl:26][C:22]1[CH:23]=[C:24]2[C:19](=[CH:20][CH:21]=1)[NH:18][C:17]([S:14]([N:11]1[CH2:12][CH2:13][NH:8][CH2:9][CH2:10]1)(=[O:16])=[O:15])=[CH:25]2. (6) Given the reactants C([O:8][CH2:9][C:10]1([C:22](=[O:32])[NH:23][CH2:24][C:25](=[O:31])[N:26]2[CH2:30][CH2:29][CH2:28][CH2:27]2)[CH2:14][CH2:13][CH2:12][N:11]1[C:15]([O:17][C:18]([CH3:21])([CH3:20])[CH3:19])=[O:16])C1C=CC=CC=1, predict the reaction product. The product is: [OH:8][CH2:9][C:10]1([C:22](=[O:32])[NH:23][CH2:24][C:25](=[O:31])[N:26]2[CH2:27][CH2:28][CH2:29][CH2:30]2)[CH2:14][CH2:13][CH2:12][N:11]1[C:15]([O:17][C:18]([CH3:19])([CH3:21])[CH3:20])=[O:16].